Predict which catalyst facilitates the given reaction. From a dataset of Catalyst prediction with 721,799 reactions and 888 catalyst types from USPTO. (1) Reactant: CCCC[N+](CCCC)(CCCC)CCCC.[F-].[Si]([O:26][CH2:27][CH2:28][C:29]1[CH:30]=[C:31]([CH2:34][N:35]2[CH2:56][CH2:55][C:38]3([O:43][CH2:42][CH2:41][N:40]([C:44]([C:46]4[N:47]=[C:48]([C:51]([CH3:54])([CH3:53])[CH3:52])[S:49][CH:50]=4)=[O:45])[CH2:39]3)[CH2:37][CH2:36]2)[S:32][CH:33]=1)(C(C)(C)C)(C)C. Product: [C:51]([C:48]1[S:49][CH:50]=[C:46]([C:44]([N:40]2[CH2:39][C:38]3([CH2:55][CH2:56][N:35]([CH2:34][C:31]4[S:32][CH:33]=[C:29]([CH2:28][CH2:27][OH:26])[CH:30]=4)[CH2:36][CH2:37]3)[O:43][CH2:42][CH2:41]2)=[O:45])[N:47]=1)([CH3:54])([CH3:52])[CH3:53]. The catalyst class is: 1. (2) Reactant: O1CCOCC1.Cl.Cl.[Cl:9][C:10]1[C:11]([CH:21]([S:30]([C:33]2[CH:38]=[CH:37][C:36]([Cl:39])=[CH:35][CH:34]=2)(=[O:32])=[O:31])[C:22]2[CH:27]=[C:26]([F:28])[CH:25]=[CH:24][C:23]=2[F:29])=[CH:12][C:13]([NH:16][CH2:17][CH2:18][CH2:19][NH2:20])=[N:14][CH:15]=1.C(N(CC)CC)C.Cl[C:48]1[N:53]=[CH:52][CH:51]=[CH:50][N:49]=1. Product: [Cl:9][C:10]1[C:11]([CH:21]([S:30]([C:33]2[CH:34]=[CH:35][C:36]([Cl:39])=[CH:37][CH:38]=2)(=[O:31])=[O:32])[C:22]2[CH:27]=[C:26]([F:28])[CH:25]=[CH:24][C:23]=2[F:29])=[CH:12][C:13]([NH:16][CH2:17][CH2:18][CH2:19][NH:20][C:48]2[N:53]=[CH:52][CH:51]=[CH:50][N:49]=2)=[N:14][CH:15]=1. The catalyst class is: 13. (3) Reactant: [CH2:1]1[C:5]2([CH2:10][CH2:9][NH:8][CH2:7][CH2:6]2)[CH2:4][CH2:3][N:2]1[C:11]([O:13][CH2:14][C:15]1[CH:20]=[CH:19][CH:18]=[CH:17][CH:16]=1)=[O:12].Cl[CH2:22][CH2:23][CH2:24][NH:25][C:26](=[O:32])[O:27][C:28]([CH3:31])([CH3:30])[CH3:29]. Product: [C:28]([O:27][C:26]([NH:25][CH2:24][CH2:23][CH2:22][N:8]1[CH2:9][CH2:10][C:5]2([CH2:1][N:2]([C:11]([O:13][CH2:14][C:15]3[CH:16]=[CH:17][CH:18]=[CH:19][CH:20]=3)=[O:12])[CH2:3][CH2:4]2)[CH2:6][CH2:7]1)=[O:32])([CH3:31])([CH3:30])[CH3:29]. The catalyst class is: 32. (4) Reactant: [CH2:1]([CH:3]([CH2:35][CH3:36])[CH:4]([NH:17][C:18]1[CH:23]=[CH:22][C:21]([C:24]([N:26]([CH3:34])[CH2:27][CH2:28][C:29]([O:31]CC)=[O:30])=[O:25])=[CH:20][CH:19]=1)[C:5]1[O:6][C:7]2[CH:14]=[CH:13][C:12]([O:15][CH3:16])=[CH:11][C:8]=2[C:9]=1[CH3:10])[CH3:2].O1CCCC1.[OH-].[Na+]. Product: [CH2:35]([CH:3]([CH2:1][CH3:2])[CH:4]([NH:17][C:18]1[CH:19]=[CH:20][C:21]([C:24]([N:26]([CH3:34])[CH2:27][CH2:28][C:29]([OH:31])=[O:30])=[O:25])=[CH:22][CH:23]=1)[C:5]1[O:6][C:7]2[CH:14]=[CH:13][C:12]([O:15][CH3:16])=[CH:11][C:8]=2[C:9]=1[CH3:10])[CH3:36]. The catalyst class is: 8. (5) Reactant: F[C:2]1[CH:7]=[CH:6][C:5]([I:8])=[CH:4][N:3]=1.[CH3:9][N:10]1[C:14]([CH3:16])([CH3:15])[CH2:13][CH2:12][C:11]1=[O:17]. Product: [I:8][C:5]1[CH:6]=[CH:7][C:2]([CH:12]2[CH2:13][C:14]([CH3:16])([CH3:15])[N:10]([CH3:9])[C:11]2=[O:17])=[N:3][CH:4]=1. The catalyst class is: 11.